Dataset: Reaction yield outcomes from USPTO patents with 853,638 reactions. Task: Predict the reaction yield, written as a fraction of the theoretical maximum amount of product (1.0 means a 100% yield; for example, 0.34 means a 34% yield). The reactants are [F:1][C:2]1[CH:9]=[CH:8][C:5]([CH:6]=O)=[CH:4][C:3]=1[C:10]1[S:11][CH:12]=[CH:13][CH:14]=1.[C:15]([C:18]1[CH:26]=[CH:25][C:21]([C:22]([OH:24])=[O:23])=[CH:20][CH:19]=1)(=[O:17])[CH3:16].[OH-].[Na+]. The catalyst is CN(C)C=O.O. The product is [F:1][C:2]1[CH:9]=[CH:8][C:5](/[CH:6]=[CH:16]/[C:15]([C:18]2[CH:26]=[CH:25][C:21]([C:22]([OH:24])=[O:23])=[CH:20][CH:19]=2)=[O:17])=[CH:4][C:3]=1[C:10]1[S:11][CH:12]=[CH:13][CH:14]=1. The yield is 0.530.